From a dataset of Reaction yield outcomes from USPTO patents with 853,638 reactions. Predict the reaction yield, written as a fraction of the theoretical maximum amount of product (1.0 means a 100% yield; for example, 0.34 means a 34% yield). (1) The reactants are Cl[C:2]1[C:11]2[C:6](=[CH:7][C:8]([O:14][CH2:15][CH2:16][CH2:17][N:18]3[CH2:23][CH2:22][CH2:21][CH2:20][CH2:19]3)=[C:9]([O:12][CH3:13])[CH:10]=2)[N:5]=[CH:4][N:3]=1.C(=O)([O-])[O-].[K+].[K+].[OH:30][C:31]1[CH:32]=[CH:33][C:34]2[NH:35][C:36]3[C:41]([C:42]=2[CH:43]=1)=[CH:40][CH:39]=[CH:38][CH:37]=3. The catalyst is CC(N(C)C)=O. The product is [CH:33]1[C:34]2[NH:35][C:36]3[C:41](=[CH:40][CH:39]=[CH:38][CH:37]=3)[C:42]=2[CH:43]=[C:31]([O:30][C:2]2[C:11]3[C:6](=[CH:7][C:8]([O:14][CH2:15][CH2:16][CH2:17][N:18]4[CH2:23][CH2:22][CH2:21][CH2:20][CH2:19]4)=[C:9]([O:12][CH3:13])[CH:10]=3)[N:5]=[CH:4][N:3]=2)[CH:32]=1. The yield is 0.740. (2) The reactants are CN(OC)[C:3]([C:5]1[C:13]2[N:12]=[C:11]([CH3:14])[N:10]([CH2:15][C:16]3[C:25]4[C:20](=[CH:21][CH:22]=[CH:23][CH:24]=4)[CH:19]=[CH:18][CH:17]=3)[C:9]=2[CH:8]=[C:7]([N:26]2[CH2:31][CH2:30][O:29][CH2:28][CH2:27]2)[CH:6]=1)=[O:4].[CH3:34][Mg]Cl. The catalyst is O1CCCC1. The product is [CH3:14][C:11]1[N:10]([CH2:15][C:16]2[C:25]3[C:20](=[CH:21][CH:22]=[CH:23][CH:24]=3)[CH:19]=[CH:18][CH:17]=2)[C:9]2[CH:8]=[C:7]([N:26]3[CH2:27][CH2:28][O:29][CH2:30][CH2:31]3)[CH:6]=[C:5]([C:3](=[O:4])[CH3:34])[C:13]=2[N:12]=1. The yield is 0.590.